Dataset: Catalyst prediction with 721,799 reactions and 888 catalyst types from USPTO. Task: Predict which catalyst facilitates the given reaction. (1) Reactant: [CH3:1][N:2]([C:16]1[CH:21]=[CH:20][C:19]([C:22]([NH:24][C@H:25]([C:31]([OH:33])=[O:32])[CH2:26][CH2:27][C:28]([OH:30])=[O:29])=[O:23])=[CH:18][CH:17]=1)[CH2:3][C:4]1[N:9]=[C:8]2[C:10]([NH2:15])=[N:11][C:12]([NH2:14])=[N:13][C:7]2=[N:6][CH:5]=1.O.CCN=C=NCCCN(C)C.C(N(CC)CC)C.C([NH:60][CH2:61][CH2:62][CH2:63][CH2:64][CH2:65]N)(OC(C)(C)C)=O. Product: [CH3:1][N:2]([C:16]1[CH:21]=[CH:20][C:19]([C:22]([NH:24][C@H:25]([C:31]([OH:33])=[O:32])[CH2:26][CH2:27][C:28]([OH:30])=[O:29])=[O:23])=[CH:18][CH:17]=1)[CH2:3][C:4]1[CH:5]=[N:6][C:7]2[N:13]=[C:12]([NH2:14])[N:11]=[C:10]([NH2:15])[C:8]=2[N:9]=1.[CH2:61]([NH2:60])[CH2:62][CH2:63][CH2:64][CH3:65]. The catalyst class is: 3. (2) Reactant: C1(B(O)O)C=CC=CC=1.COCC1C=CC(B2OC(C)(C)C(C)(C)O2)=CC=1.Cl[C:29]1[N:34]=[C:33]([C:35]2[CH:40]=[CH:39][C:38]([CH2:41][O:42][CH3:43])=[CH:37][CH:36]=2)[CH:32]=[CH:31][N:30]=1.[F:44][C:45]([F:60])([F:59])[CH:46]1[NH:51][CH2:50][CH2:49][N:48]([C:52]([O:54][C:55]([CH3:58])([CH3:57])[CH3:56])=[O:53])[CH2:47]1.C(=O)([O-])[O-].[Cs+].[Cs+].C1(P(C2C=CC=CC=2)C2C=CC3C(=CC=CC=3)C=2C2C3C(=CC=CC=3)C=CC=2P(C2C=CC=CC=2)C2C=CC=CC=2)C=CC=CC=1. Product: [CH3:43][O:42][CH2:41][C:38]1[CH:39]=[CH:40][C:35]([C:33]2[CH:32]=[CH:31][N:30]=[C:29]([N:51]3[CH2:50][CH2:49][N:48]([C:52]([O:54][C:55]([CH3:57])([CH3:58])[CH3:56])=[O:53])[CH2:47][CH:46]3[C:45]([F:59])([F:44])[F:60])[N:34]=2)=[CH:36][CH:37]=1. The catalyst class is: 498. (3) Reactant: [C:1]([O:5][C:6]([N:8]1[CH2:13][CH2:12][N:11]([C:14]([O:16][CH2:17][C:18]2[CH:23]=[CH:22][CH:21]=[CH:20][CH:19]=2)=[O:15])[CH2:10][CH:9]1[C:24](O)=[O:25])=[O:7])([CH3:4])([CH3:3])[CH3:2].Cl.[CH3:28][O:29][NH2:30].CCN=C=NCCCN(C)C.Cl.CCN(C(C)C)C(C)C. Product: [C:1]([O:5][C:6]([N:8]1[CH2:13][CH2:12][N:11]([C:14]([O:16][CH2:17][C:18]2[CH:19]=[CH:20][CH:21]=[CH:22][CH:23]=2)=[O:15])[CH2:10][CH:9]1[C:24](=[O:25])[NH:30][O:29][CH3:28])=[O:7])([CH3:3])([CH3:4])[CH3:2]. The catalyst class is: 4. (4) Reactant: [C:1]([C:3]1[CH:8]=[CH:7][C:6]([C:9]2[CH:14]=[CH:13][CH:12]=[CH:11][CH:10]=2)=[C:5]([C:15]([F:18])([F:17])[F:16])[CH:4]=1)#[CH:2].[O-]Cl.[Na+].[Br:22][C:23]1[CH:31]=[CH:30][C:26]([CH:27]=[N:28][OH:29])=[CH:25][CH:24]=1. Product: [Br:22][C:23]1[CH:31]=[CH:30][C:26]([C:27]2[CH:2]=[C:1]([C:3]3[CH:8]=[CH:7][C:6]([C:9]4[CH:14]=[CH:13][CH:12]=[CH:11][CH:10]=4)=[C:5]([C:15]([F:16])([F:17])[F:18])[CH:4]=3)[O:29][N:28]=2)=[CH:25][CH:24]=1. The catalyst class is: 2. (5) Reactant: [CH3:1][C@:2]1([CH2:10][N:11]2[C:15]3[CH:16]=[C:17]([C:20]#[N:21])[CH:18]=[CH:19][C:14]=3[N:13]=[CH:12]2)[CH2:9][CH2:8][CH2:7][C@:4]2([O:6][CH2:5]2)[CH2:3]1.[CH2:22]([O:24][C:25]1[N:30]=[CH:29][C:28]([NH2:31])=[CH:27][CH:26]=1)[CH3:23]. Product: [CH2:22]([O:24][C:25]1[N:30]=[CH:29][C:28]([NH:31][CH2:5][C@:4]2([OH:6])[CH2:7][CH2:8][CH2:9][C@@:2]([CH2:10][N:11]3[C:15]4[CH:16]=[C:17]([C:20]#[N:21])[CH:18]=[CH:19][C:14]=4[N:13]=[CH:12]3)([CH3:1])[CH2:3]2)=[CH:27][CH:26]=1)[CH3:23]. The catalyst class is: 5. (6) Reactant: CC(C)=O.C(=O)([O-])[O-].[K+].[K+].[CH2:11](I)[C:12]1[CH:17]=[CH:16][CH:15]=[CH:14][CH:13]=1.[CH2:19]([N:23]([C:33]1[CH:38]=[CH:37][C:36]([C:39]([OH:48])([C:44]([F:47])([F:46])[F:45])[C:40]([F:43])([F:42])[F:41])=[C:35]([O:49][CH3:50])[C:34]=1[O:51][CH3:52])[C:24](=[O:32])[C:25]1[CH:30]=[CH:29][CH:28]=[CH:27][C:26]=1[I:31])[CH2:20][CH2:21][CH3:22]. Product: [CH2:19]([N:23]([C:33]1[CH:38]=[CH:37][C:36]([C:39]([O:48][CH2:11][C:12]2[CH:17]=[CH:16][CH:15]=[CH:14][CH:13]=2)([C:44]([F:46])([F:47])[F:45])[C:40]([F:41])([F:42])[F:43])=[C:35]([O:49][CH3:50])[C:34]=1[O:51][CH3:52])[C:24](=[O:32])[C:25]1[CH:30]=[CH:29][CH:28]=[CH:27][C:26]=1[I:31])[CH2:20][CH2:21][CH3:22]. The catalyst class is: 6. (7) Reactant: [CH3:1][C:2]1[CH:10]=[C:9]([N+:11]([O-:13])=[O:12])[CH:8]=[CH:7][C:3]=1[C:4](O)=[O:5].B(OC)(OC)OC.O1CCCC1.Cl. Product: [CH3:1][C:2]1[CH:10]=[C:9]([N+:11]([O-:13])=[O:12])[CH:8]=[CH:7][C:3]=1[CH2:4][OH:5]. The catalyst class is: 6. (8) Reactant: C(OC(=O)[CH:5]([C:10]1[CH:39]=[CH:38][C:13]2[NH:14][C:15]([C:20]3[C:21](=[O:37])[N:22]([CH2:32][CH2:33][CH:34]([CH3:36])[CH3:35])[N:23]=[C:24]([C:27]4[S:28][CH:29]=[CH:30][CH:31]=4)[C:25]=3[OH:26])=[N:16][S:17](=[O:19])(=[O:18])[C:12]=2[CH:11]=1)[S:6]([CH3:9])(=[O:8])=[O:7])C.[OH-].[Li+].OC1C(C2SC=CC=2)=NN(CCC(C)C)C(=O)C=1C1NC2C=CC(C(S(C)(=O)=O)C(O)=O)=CC=2S(=O)(=O)N=1.Cl. Product: [OH:26][C:25]1[C:24]([C:27]2[S:28][CH:29]=[CH:30][CH:31]=2)=[N:23][N:22]([CH2:32][CH2:33][CH:34]([CH3:36])[CH3:35])[C:21](=[O:37])[C:20]=1[C:15]1[NH:14][C:13]2[CH:38]=[CH:39][C:10]([CH2:5][S:6]([CH3:9])(=[O:8])=[O:7])=[CH:11][C:12]=2[S:17](=[O:19])(=[O:18])[N:16]=1. The catalyst class is: 83. (9) Product: [C:1]([C:4]1[CH:13]=[CH:12][C:7]2[N:8]([CH2:20][CH3:21])[C:9](=[O:11])[O:10][C:6]=2[CH:5]=1)(=[O:3])[CH3:2]. Reactant: [C:1]([C:4]1[CH:13]=[CH:12][C:7]2[NH:8][C:9](=[O:11])[O:10][C:6]=2[CH:5]=1)(=[O:3])[CH3:2].C([O-])([O-])=O.[K+].[K+].[CH2:20](I)[CH3:21]. The catalyst class is: 121. (10) Reactant: [Mn]([O-])(=O)(=O)=O.[K+].[F:7][C:8]([F:28])([F:27])[C:9]1[CH:14]=[CH:13][C:12]([C:15]2[CH:16]=[CH:17][C:18]3[NH:23][S:22](=[O:25])(=[O:24])[NH:21][CH2:20][C:19]=3[CH:26]=2)=[CH:11][CH:10]=1. Product: [F:28][C:8]([F:7])([F:27])[C:9]1[CH:10]=[CH:11][C:12]([C:15]2[CH:16]=[CH:17][C:18]3[NH:23][S:22](=[O:25])(=[O:24])[N:21]=[CH:20][C:19]=3[CH:26]=2)=[CH:13][CH:14]=1. The catalyst class is: 801.